Predict the reactants needed to synthesize the given product. From a dataset of Full USPTO retrosynthesis dataset with 1.9M reactions from patents (1976-2016). (1) The reactants are: [CH2:1]([O:3][C:4]([C:6]1[CH:7]=[C:8]2[N:13]([CH:14]=1)[CH:12]=[CH:11][C:10]([CH2:15][OH:16])=[CH:9]2)=[O:5])[CH3:2].Br[C:18]1[CH:19]=[CH:20][C:21]([O:24][CH2:25][CH3:26])=[N:22][CH:23]=1. Given the product [CH2:1]([O:3][C:4]([C:6]1[CH:7]=[C:8]2[N:13]([C:14]=1[C:18]1[CH:23]=[N:22][C:21]([O:24][CH2:25][CH3:26])=[CH:20][CH:19]=1)[CH:12]=[CH:11][C:10]([CH2:15][OH:16])=[CH:9]2)=[O:5])[CH3:2], predict the reactants needed to synthesize it. (2) The reactants are: Cl[CH2:2][CH2:3][CH2:4][C:5]([C:7]1[CH:13]=[CH:12][CH:11]=[C:10]([CH3:14])[C:8]=1[NH2:9])=[O:6].CC(C)([O-])C.[K+].C(OCC)(=O)C.Cl. Given the product [CH:4]1([C:5]([C:7]2[CH:13]=[CH:12][CH:11]=[C:10]([CH3:14])[C:8]=2[NH2:9])=[O:6])[CH2:2][CH2:3]1, predict the reactants needed to synthesize it. (3) Given the product [CH3:1][O:2][C:3](=[O:11])[C:4]1[CH:9]=[CH:8][C:7]([NH:10][C:14]([C:16]2[CH:26]=[C:25]([O:27][CH2:28][CH:29]([CH3:31])[CH3:30])[C:19]3[CH2:20][C:21]([CH3:24])([CH3:23])[O:22][C:18]=3[CH:17]=2)=[O:13])=[N:6][CH:5]=1, predict the reactants needed to synthesize it. The reactants are: [CH3:1][O:2][C:3](=[O:11])[C:4]1[CH:9]=[CH:8][C:7]([NH2:10])=[N:6][CH:5]=1.C[O:13][C:14]([C:16]1[CH:26]=[C:25]([O:27][CH2:28][CH:29]([CH3:31])[CH3:30])[C:19]2[CH2:20][C:21]([CH3:24])([CH3:23])[O:22][C:18]=2[CH:17]=1)=O. (4) Given the product [Br:2][C:3]1[CH:12]=[CH:11][C:10]([N+:13]([O-:15])=[O:14])=[C:9]2[C:4]=1[CH2:5][CH2:6][N:7]([CH3:16])[CH2:8]2, predict the reactants needed to synthesize it. The reactants are: [I-].[Br:2][C:3]1[CH:12]=[CH:11][C:10]([N+:13]([O-:15])=[O:14])=[C:9]2[C:4]=1[CH:5]=[CH:6][N+:7]([CH3:16])=[CH:8]2.[BH3-]C#N.[Na+]. (5) Given the product [O:1]1[C:5]2[CH:6]=[CH:7][CH:8]=[CH:9][C:4]=2[C:3]([CH2:10][CH2:11][OH:12])=[N:2]1.[CH3:14][C:15]1[C:16]([CH2:20][CH2:21][OH:22])=[N:17][O:18][N:19]=1, predict the reactants needed to synthesize it. The reactants are: [O:1]1[C:5]2[CH:6]=[CH:7][CH:8]=[CH:9][C:4]=2[C:3]([CH2:10][C:11](O)=[O:12])=[N:2]1.[CH3:14][C:15]1[C:16]([CH2:20][C:21](O)=[O:22])=[N:17][O:18][N:19]=1.